This data is from hERG Central: cardiac toxicity at 1µM, 10µM, and general inhibition. The task is: Predict hERG channel inhibition at various concentrations. (1) The drug is Cc1nc2cc(NC(=O)N3CCC(c4ccccc4)C3)ccc2n1C. Results: hERG_inhib (hERG inhibition (general)): blocker. (2) The compound is CSc1cccc(NC(=S)N(CCN(C)C)C(C)c2ccncc2)c1. Results: hERG_inhib (hERG inhibition (general)): blocker.